From a dataset of Forward reaction prediction with 1.9M reactions from USPTO patents (1976-2016). Predict the product of the given reaction. (1) Given the reactants O=C(Cl)[O:3][C:4](Cl)(Cl)Cl.Cl[C:10]1[CH:15]=[C:14]([F:16])[C:13]([N+:17]([O-:19])=[O:18])=[CH:12][C:11]=1[NH:20][CH2:21][C:22]1[C:23]([NH:32][CH2:33][CH3:34])=[CH:24][C:25]([N:28]([O:30][CH3:31])[CH3:29])=[N:26][CH:27]=1.[CH3:35]CN(CC)CC, predict the reaction product. The product is: [CH2:33]([N:32]1[C:23]2[CH:24]=[C:25]([N:28]([O:30][CH3:31])[CH3:29])[N:26]=[CH:27][C:22]=2[CH2:21][N:20]([C:11]2[CH:12]=[C:13]([N+:17]([O-:19])=[O:18])[C:14]([F:16])=[CH:15][C:10]=2[CH3:35])[C:4]1=[O:3])[CH3:34]. (2) Given the reactants [CH3:1][O:2][C:3](=[O:9])[CH2:4][C@H:5]([OH:8])[CH2:6][NH2:7].Cl.COC(=O)C[C@H](O)CN.C(=O)([O-])O.[Na+].[CH3:25][O:26][CH:27]([O:30][CH3:31])[CH:28]=O, predict the reaction product. The product is: [CH3:1][O:2][C:3](=[O:9])[CH2:4][C@H:5]([OH:8])[CH2:6][NH:7][CH2:28][CH:27]([O:30][CH3:31])[O:26][CH3:25]. (3) Given the reactants [CH2:1]([NH:3][CH2:4][CH3:5])[CH3:2].[C:6]([O:10][C:11]([C:13]1[C:14](OS(C(F)(F)F)(=O)=O)=[N:15][C:16]2[C:21]([C:22]=1[C:23]1[CH:28]=[CH:27][CH:26]=[C:25]([CH:29]([CH3:31])[CH3:30])[CH:24]=1)=[CH:20][C:19]([Cl:32])=[CH:18][CH:17]=2)=[O:12])([CH3:9])([CH3:8])[CH3:7].C(=O)([O-])[O-].[K+].[K+], predict the reaction product. The product is: [C:6]([O:10][C:11]([C:13]1[C:14]([N:3]([CH2:4][CH3:5])[CH2:1][CH3:2])=[N:15][C:16]2[C:21]([C:22]=1[C:23]1[CH:28]=[CH:27][CH:26]=[C:25]([CH:29]([CH3:30])[CH3:31])[CH:24]=1)=[CH:20][C:19]([Cl:32])=[CH:18][CH:17]=2)=[O:12])([CH3:7])([CH3:8])[CH3:9]. (4) Given the reactants N[C:2]1([N+:20]([O-])=O)[C:9]([NH:10][C:11]2[CH:16]=[CH:15][C:14]([O:17][CH2:18][CH3:19])=[CH:13][N:12]=2)=[CH:8][CH:7]=[C:4]([C:5]#[N:6])[CH2:3]1.[C:23](O)(=O)C.C(N)=N, predict the reaction product. The product is: [CH2:18]([O:17][C:14]1[CH:15]=[CH:16][C:11]([N:10]2[C:9]3[CH:8]=[CH:7][C:4]([C:5]#[N:6])=[CH:3][C:2]=3[N:20]=[CH:23]2)=[N:12][CH:13]=1)[CH3:19]. (5) Given the reactants FC1C(F)=C2C(C=NC(C)=N2)=C(N=CC(C(F)(F)F)(O)CC(C2C=CC(F)=CC=2OC)CC)C=1.[F:35][C:36]1[C:45]([F:46])=[C:44]2[C:39]([CH:40]=[N:41][C:42]([CH3:47])=[N:43]2)=[C:38]([N:48]=[CH:49][C:50]([C:65]([F:68])([F:67])[F:66])([OH:64])[CH:51]([CH3:63])[CH:52]([C:54]2[CH:59]=[CH:58][C:57]([F:60])=[CH:56][C:55]=2[O:61]C)[CH3:53])[CH:37]=1.B(Br)(Br)Br, predict the reaction product. The product is: [F:35][C:36]1[C:45]([F:46])=[C:44]2[C:39]([CH:40]=[N:41][C:42]([CH3:47])=[N:43]2)=[C:38]([NH:48][CH:49]2[C:50]([C:65]([F:68])([F:67])[F:66])([OH:64])[CH:51]([CH3:63])[CH:52]([CH3:53])[C:54]3[C:55]([OH:61])=[CH:56][C:57]([F:60])=[CH:58][C:59]2=3)[CH:37]=1. (6) Given the reactants Cl[C:2]1[C:11]2[C:6](=[CH:7][CH:8]=[C:9]([O:12][CH3:13])[CH:10]=2)[C:5]([C:14]2[CH:19]=[CH:18][C:17]([CH2:20][O:21][CH3:22])=[CH:16][CH:15]=2)=[N:4][N:3]=1.[NH2:23][CH:24]1[CH2:29][CH2:28][N:27]([CH2:30][C:31]2[CH:40]=[CH:39][C:38]3[C:33](=[CH:34][CH:35]=[CH:36][CH:37]=3)[CH:32]=2)[CH2:26][CH2:25]1, predict the reaction product. The product is: [CH3:13][O:12][C:9]1[CH:10]=[C:11]2[C:6]([C:5]([C:14]3[CH:19]=[CH:18][C:17]([CH2:20][O:21][CH3:22])=[CH:16][CH:15]=3)=[N:4][N:3]=[C:2]2[NH:23][CH:24]2[CH2:25][CH2:26][N:27]([CH2:30][C:31]3[CH:40]=[CH:39][C:38]4[C:33](=[CH:34][CH:35]=[CH:36][CH:37]=4)[CH:32]=3)[CH2:28][CH2:29]2)=[CH:7][CH:8]=1. (7) Given the reactants [Br:1][C:2]1[C:6]2[CH:7]=[N:8][C:9]([NH:11][C:12](=[O:18])OC(C)(C)C)=[CH:10][C:5]=2[N:4]([CH2:19][CH3:20])[CH:3]=1.ClC([C:24]1[CH:33]=[CH:32][C:27]([C:28]([O:30][CH3:31])=[O:29])=[CH:26][CH:25]=1)=O, predict the reaction product. The product is: [Br:1][C:2]1[C:6]2[CH:7]=[N:8][C:9]([NH:11][C:12]([C:24]3[CH:33]=[CH:32][C:27]([C:28]([O:30][CH3:31])=[O:29])=[CH:26][CH:25]=3)=[O:18])=[CH:10][C:5]=2[N:4]([CH2:19][CH3:20])[CH:3]=1.